This data is from TCR-epitope binding with 47,182 pairs between 192 epitopes and 23,139 TCRs. The task is: Binary Classification. Given a T-cell receptor sequence (or CDR3 region) and an epitope sequence, predict whether binding occurs between them. (1) The epitope is RISNCVADY. The TCR CDR3 sequence is CASSQAGVPSEQYF. Result: 0 (the TCR does not bind to the epitope). (2) The epitope is YFPLQSYGF. The TCR CDR3 sequence is CASHKLAGVDTQYF. Result: 1 (the TCR binds to the epitope).